This data is from CYP2C9 inhibition data for predicting drug metabolism from PubChem BioAssay. The task is: Regression/Classification. Given a drug SMILES string, predict its absorption, distribution, metabolism, or excretion properties. Task type varies by dataset: regression for continuous measurements (e.g., permeability, clearance, half-life) or binary classification for categorical outcomes (e.g., BBB penetration, CYP inhibition). Dataset: cyp2c9_veith. (1) The molecule is COc1ccc(Nc2ncc3c(n2)CC(c2ccc(C)cc2)CC3=O)cc1. The result is 1 (inhibitor). (2) The compound is CCN(/C=N/c1sc2c(c1C#N)CCCCC2)CC. The result is 1 (inhibitor).